Task: Predict the reaction yield, written as a fraction of the theoretical maximum amount of product (1.0 means a 100% yield; for example, 0.34 means a 34% yield).. Dataset: Reaction yield outcomes from USPTO patents with 853,638 reactions (1) The catalyst is CN(C=O)C.CC([O-])=O.CC([O-])=O.[Cu+2]. The yield is 0.920. The product is [NH2:1][C:2]1[N:10]=[CH:9][N:8]=[C:7]2[C:3]=1[N:4]([C:39]1[CH:40]=[CH:41][C:36]([O:29][C:30]3[CH:35]=[CH:34][CH:33]=[CH:32][CH:31]=3)=[CH:37][CH:38]=1)[C:5](=[O:28])[N:6]2[C:11]1[CH:27]=[CH:26][C:14]2[O:15][CH2:16][CH2:17][N:18]([C:19]([O:21][C:22]([CH3:24])([CH3:25])[CH3:23])=[O:20])[C:13]=2[CH:12]=1. The reactants are [NH2:1][C:2]1[N:10]=[CH:9][N:8]=[C:7]2[C:3]=1[NH:4][C:5](=[O:28])[N:6]2[C:11]1[CH:27]=[CH:26][C:14]2[O:15][CH2:16][CH2:17][N:18]([C:19]([O:21][C:22]([CH3:25])([CH3:24])[CH3:23])=[O:20])[C:13]=2[CH:12]=1.[O:29]([C:36]1[CH:41]=[CH:40][C:39](B(O)O)=[CH:38][CH:37]=1)[C:30]1[CH:35]=[CH:34][CH:33]=[CH:32][CH:31]=1.N1C=CC=CC=1. (2) The reactants are [C:1]([N:4]1[CH2:9][CH2:8][NH:7][CH2:6][CH2:5]1)(=[O:3])[CH3:2].Br[C:11]1[S:12][CH:13]=[C:14]([Br:16])[N:15]=1.C(N(CC)CC)C.O. The catalyst is CN(C)C=O. The product is [C:1]([N:4]1[CH2:9][CH2:8][N:7]([C:11]2[S:12][CH:13]=[C:14]([Br:16])[N:15]=2)[CH2:6][CH2:5]1)(=[O:3])[CH3:2]. The yield is 0.550. (3) The reactants are O[CH2:2][CH2:3][O:4][C:5]1[C:10]([C:11]2[CH:16]=[CH:15][C:14]([S:17]([CH3:20])(=[O:19])=[O:18])=[CH:13][CH:12]=2)=[CH:9][C:8]([C:21]2[NH:30][C:29](=[O:31])[C:28]3[C:23](=[CH:24][C:25]([O:34][CH3:35])=[CH:26][C:27]=3[O:32][CH3:33])[N:22]=2)=[CH:7][CH:6]=1.P(Br)(Br)[Br:37]. The catalyst is CN(C=O)C. The product is [Br:37][CH2:2][CH2:3][O:4][C:5]1[C:10]([C:11]2[CH:16]=[CH:15][C:14]([S:17]([CH3:20])(=[O:19])=[O:18])=[CH:13][CH:12]=2)=[CH:9][C:8]([C:21]2[NH:30][C:29](=[O:31])[C:28]3[C:23](=[CH:24][C:25]([O:34][CH3:35])=[CH:26][C:27]=3[O:32][CH3:33])[N:22]=2)=[CH:7][CH:6]=1. The yield is 0.980.